Dataset: Forward reaction prediction with 1.9M reactions from USPTO patents (1976-2016). Task: Predict the product of the given reaction. (1) Given the reactants [C:1]([O:5][C:6](=[O:18])[CH:7]=[CH:8][C:9]1[CH:14]=[CH:13][C:12]([OH:15])=[CH:11][C:10]=1[CH:16]=[O:17])([CH3:4])([CH3:3])[CH3:2].[C:19]([Si:23](Cl)([C:30]1[CH:35]=[CH:34][CH:33]=[CH:32][CH:31]=1)[C:24]1[CH:29]=[CH:28][CH:27]=[CH:26][CH:25]=1)([CH3:22])([CH3:21])[CH3:20].C(N(CC)CC)C, predict the reaction product. The product is: [C:1]([O:5][C:6](=[O:18])[CH:7]=[CH:8][C:9]1[CH:14]=[CH:13][C:12]([O:15][Si:23]([C:19]([CH3:22])([CH3:21])[CH3:20])([C:30]2[CH:31]=[CH:32][CH:33]=[CH:34][CH:35]=2)[C:24]2[CH:29]=[CH:28][CH:27]=[CH:26][CH:25]=2)=[CH:11][C:10]=1[CH:16]=[O:17])([CH3:4])([CH3:2])[CH3:3]. (2) Given the reactants Br[C:2]1[CH:7]=[CH:6][CH:5]=[CH:4][C:3]=1[O:8][C:9]([F:12])([F:11])[F:10].C([Li])CCC.[O:18]1[C:22]2[CH:23]=[CH:24][CH:25]=[CH:26][C:21]=2[CH:20]=[C:19]1[CH:27]=[N:28][S:29]([C:32]1[CH:42]=[CH:41][C:35]2[O:36][CH2:37][CH2:38][CH2:39][O:40][C:34]=2[CH:33]=1)(=[O:31])=[O:30], predict the reaction product. The product is: [O:18]1[C:22]2[CH:23]=[CH:24][CH:25]=[CH:26][C:21]=2[CH:20]=[C:19]1[CH:27]([C:2]1[CH:7]=[CH:6][CH:5]=[CH:4][C:3]=1[O:8][C:9]([F:12])([F:11])[F:10])[NH:28][S:29]([C:32]1[CH:42]=[CH:41][C:35]2[O:36][CH2:37][CH2:38][CH2:39][O:40][C:34]=2[CH:33]=1)(=[O:30])=[O:31]. (3) Given the reactants [CH2:1]1[C:10]2[C:5](=[CH:6][CH:7]=[CH:8][CH:9]=2)[CH2:4][CH2:3][N:2]1[CH2:11][CH:12]([OH:30])[CH2:13][NH:14][C:15](=[O:29])[C:16]1[CH:21]=[CH:20][CH:19]=[C:18]([NH:22][CH:23]2[CH2:28][CH2:27][O:26][CH2:25][CH2:24]2)[CH:17]=1.[CH3:31]C(O)=O.C=O.[BH3-]C#N.[Na+], predict the reaction product. The product is: [CH2:1]1[C:10]2[C:5](=[CH:6][CH:7]=[CH:8][CH:9]=2)[CH2:4][CH2:3][N:2]1[CH2:11][CH:12]([OH:30])[CH2:13][NH:14][C:15](=[O:29])[C:16]1[CH:21]=[CH:20][CH:19]=[C:18]([N:22]([CH3:31])[CH:23]2[CH2:24][CH2:25][O:26][CH2:27][CH2:28]2)[CH:17]=1. (4) Given the reactants [Cl:1][C:2]1[CH:7]=[C:6]([Cl:8])[CH:5]=[CH:4][C:3]=1[C:9]1[N:10]=[C:11]([CH2:28][CH3:29])[C:12]([NH:17][C@@H:18]2C3C(=CC=CC=3)[CH2:20][C@@H:19]2[OH:27])=[N:13][C:14]=1[CH2:15][CH3:16].BrC1N=C(CC)C(N[C@H]2[C@H](O)C[N:42]([C:46]([O:48][CH2:49][C:50]3[CH:55]=[CH:54][CH:53]=[CH:52][CH:51]=3)=[O:47])[CH2:41]2)=NC=1CC, predict the reaction product. The product is: [Cl:1][C:2]1[CH:7]=[C:6]([Cl:8])[CH:5]=[CH:4][C:3]=1[C:9]1[N:10]=[C:11]([CH2:28][CH3:29])[C:12]([NH:17][C@H:18]2[C@H:19]([OH:27])[CH2:20][N:42]([C:46]([O:48][CH2:49][C:50]3[CH:55]=[CH:54][CH:53]=[CH:52][CH:51]=3)=[O:47])[CH2:41]2)=[N:13][C:14]=1[CH2:15][CH3:16].